Dataset: Full USPTO retrosynthesis dataset with 1.9M reactions from patents (1976-2016). Task: Predict the reactants needed to synthesize the given product. (1) Given the product [NH2:1][C:2]1[C:3]([C:24]([NH:26][C:27]2[CH:28]=[N:29][CH:30]=[CH:31][CH:32]=2)=[O:25])=[N:4][C:5]([C:8]2[CH:13]=[CH:12][C:11]([CH2:14][CH2:15][OH:16])=[CH:10][CH:9]=2)=[CH:6][N:7]=1, predict the reactants needed to synthesize it. The reactants are: [NH2:1][C:2]1[C:3]([C:24]([NH:26][C:27]2[CH:28]=[N:29][CH:30]=[CH:31][CH:32]=2)=[O:25])=[N:4][C:5]([C:8]2[CH:13]=[CH:12][C:11]([CH2:14][CH2:15][O:16][Si](C(C)(C)C)(C)C)=[CH:10][CH:9]=2)=[CH:6][N:7]=1.[F-].C([N+](CCCC)(CCCC)CCCC)CCC. (2) Given the product [N+:22]([C:19]1[CH:20]=[CH:21][C:16]([O:1][CH:2]2[CH2:3][CH2:4][CH:5]([C:8]([O:10][CH2:11][CH3:12])=[O:9])[CH2:6][CH2:7]2)=[CH:17][CH:18]=1)([O-:24])=[O:23], predict the reactants needed to synthesize it. The reactants are: [OH:1][CH:2]1[CH2:7][CH2:6][CH:5]([C:8]([O:10][CH2:11][CH3:12])=[O:9])[CH2:4][CH2:3]1.[H-].[Na+].F[C:16]1[CH:21]=[CH:20][C:19]([N+:22]([O-:24])=[O:23])=[CH:18][CH:17]=1.CCCC(C)C. (3) Given the product [CH3:1][S:2]([O:13][CH2:14][CH:15]1[C:19]2([CH2:21][CH2:20]2)[NH:18][C:17](=[O:22])[O:16]1)(=[O:4])=[O:3], predict the reactants needed to synthesize it. The reactants are: [CH3:1][S:2](Cl)(=[O:4])=[O:3].C(N(CC)CC)C.[OH:13][CH2:14][CH:15]1[C:19]2([CH2:21][CH2:20]2)[NH:18][C:17](=[O:22])[O:16]1.O. (4) Given the product [N+:18]([C:16]1[CH:17]=[C:12]([C:11]2[O:22][C:2]3[C:7]([F:8])=[CH:6][C:5]([Br:9])=[CH:4][C:3]=3[N:10]=2)[C:13]([F:21])=[CH:14][CH:15]=1)([O-:20])=[O:19], predict the reactants needed to synthesize it. The reactants are: O[C:2]1[C:7]([F:8])=[CH:6][C:5]([Br:9])=[CH:4][C:3]=1[NH:10][C:11](=[O:22])[C:12]1[CH:17]=[C:16]([N+:18]([O-:20])=[O:19])[CH:15]=[CH:14][C:13]=1[F:21].O.C1(C)C=CC(S(O)(=O)=O)=CC=1. (5) Given the product [CH3:20][N:2]([CH3:1])[C:3]1([CH2:14][C:15]2[S:16][CH:17]=[CH:18][CH:19]=2)[CH2:4][CH2:5][C:6]2([CH2:10][NH:9][CH2:8][CH2:7]2)[CH2:12][CH2:13]1, predict the reactants needed to synthesize it. The reactants are: [CH3:1][N:2]([CH3:20])[C:3]1([CH2:14][C:15]2[S:16][CH:17]=[CH:18][CH:19]=2)[CH2:13][CH2:12][C:6]2([C:10](=O)[NH:9][CH2:8][CH2:7]2)[CH2:5][CH2:4]1.[H-].[Al+3].[Li+].[H-].[H-].[H-]. (6) Given the product [C:21]([NH:20][C:18](=[O:19])[C:17]1[CH:25]=[CH:26][CH:27]=[C:15]([CH2:14][N:11]2[CH2:12][CH2:13][N:8]([C:6](=[O:7])[C:5]3[CH:28]=[CH:29][C:2]([NH:1][C:44]([CH:38]4[CH2:43][CH2:42][CH2:41][CH2:40][CH2:39]4)=[O:45])=[C:3]([F:30])[CH:4]=3)[CH2:9][CH2:10]2)[CH:16]=1)([CH3:24])([CH3:23])[CH3:22], predict the reactants needed to synthesize it. The reactants are: [NH2:1][C:2]1[CH:29]=[CH:28][C:5]([C:6]([N:8]2[CH2:13][CH2:12][N:11]([CH2:14][C:15]3[CH:16]=[C:17]([CH:25]=[CH:26][CH:27]=3)[C:18]([NH:20][C:21]([CH3:24])([CH3:23])[CH3:22])=[O:19])[CH2:10][CH2:9]2)=[O:7])=[CH:4][C:3]=1[F:30].C(N(CC)CC)C.[CH:38]1([C:44](Cl)=[O:45])[CH2:43][CH2:42][CH2:41][CH2:40][CH2:39]1. (7) Given the product [CH2:12]([N:8]([CH2:1][C:2]1[CH:3]=[CH:4][CH:5]=[CH:6][CH:7]=1)[CH2:9][CH2:10][O:11][CH2:22][CH2:23][CH2:24][O:25][Si:26]([C:29]([CH3:30])([CH3:32])[CH3:31])([CH3:27])[CH3:28])[C:13]1[CH:18]=[CH:17][CH:16]=[CH:15][CH:14]=1, predict the reactants needed to synthesize it. The reactants are: [CH2:1]([N:8]([CH2:12][C:13]1[CH:18]=[CH:17][CH:16]=[CH:15][CH:14]=1)[CH2:9][CH2:10][OH:11])[C:2]1[CH:7]=[CH:6][CH:5]=[CH:4][CH:3]=1.[H-].[Na+].Br[CH2:22][CH2:23][CH2:24][O:25][Si:26]([C:29]([CH3:32])([CH3:31])[CH3:30])([CH3:28])[CH3:27].